This data is from Forward reaction prediction with 1.9M reactions from USPTO patents (1976-2016). The task is: Predict the product of the given reaction. (1) Given the reactants [CH3:1][CH:2]([NH2:9])[C:3]1[CH:8]=[CH:7][CH:6]=[CH:5][CH:4]=1.C(N(CC)CC)C.C[Si](Cl)(C)C.Cl.C(N(CC)CC)C.C([Li])CCC.[CH3:35][O:36][C:37](=[O:49])[CH:38]=[CH:39][C:40]1[O:41][C:42]2[CH:48]=[CH:47][CH:46]=[CH:45][C:43]=2[CH:44]=1, predict the reaction product. The product is: [CH3:35][O:36][C:37](=[O:49])[CH2:38][CH:39]([NH:9][CH:2]([CH3:1])[C:3]1[CH:8]=[CH:7][CH:6]=[CH:5][CH:4]=1)[C:40]1[O:41][C:42]2[CH:48]=[CH:47][CH:46]=[CH:45][C:43]=2[CH:44]=1. (2) The product is: [Cl:1][C:2]1[CH:3]=[C:4]2[C:10]([C:11]3[N:16]=[C:15]([NH:17][C@H:18]4[CH2:23][CH2:22][CH2:21][C@@H:20]([C:24]([NH:65][CH2:64][CH2:63][O:62][CH3:61])=[O:26])[CH2:19]4)[C:14]([F:27])=[CH:13][N:12]=3)=[CH:9][NH:8][C:5]2=[N:6][CH:7]=1. Given the reactants [Cl:1][C:2]1[CH:3]=[C:4]2[C:10]([C:11]3[N:16]=[C:15]([NH:17][C@H:18]4[CH2:23][CH2:22][CH2:21][C@@H:20]([C:24]([OH:26])=O)[CH2:19]4)[C:14]([F:27])=[CH:13][N:12]=3)=[CH:9][NH:8][C:5]2=[N:6][CH:7]=1.CN(C(ON1N=NC2C=CC=NC1=2)=[N+](C)C)C.F[P-](F)(F)(F)(F)F.C(N(C(C)C)CC)(C)C.[CH3:61][O:62][CH2:63][CH2:64][NH2:65], predict the reaction product. (3) Given the reactants [C:1]([OH:8])(=O)[CH2:2][CH2:3][C:4]([CH3:6])=O.[CH2:9]([NH2:15])[CH2:10][CH2:11][CH2:12][CH2:13][CH3:14], predict the reaction product. The product is: [CH3:6][CH:4]1[N:15]([CH2:9][CH2:10][CH2:11][CH2:12][CH2:13][CH3:14])[C:1](=[O:8])[CH2:2][CH2:3]1.